This data is from Full USPTO retrosynthesis dataset with 1.9M reactions from patents (1976-2016). The task is: Predict the reactants needed to synthesize the given product. (1) Given the product [F:1][C:2]1[CH:15]=[CH:14][C:5]([O:6][C:7]2[O:11][C:10]([CH2:12][NH2:16])=[CH:9][CH:8]=2)=[CH:4][CH:3]=1, predict the reactants needed to synthesize it. The reactants are: [F:1][C:2]1[CH:15]=[CH:14][C:5]([O:6][C:7]2[O:11][C:10]([CH:12]=O)=[CH:9][CH:8]=2)=[CH:4][CH:3]=1.[NH3:16].CO. (2) Given the product [S:15]1[CH:16]=[C:12]([C:9]2[CH:10]=[CH:11][C:6]([O:5][CH2:4][CH2:3][CH2:2][NH:27][CH2:26][C:23]3[CH:24]=[CH:25][S:21][CH:22]=3)=[CH:7][CH:8]=2)[C:13]2[CH:20]=[CH:19][CH:18]=[CH:17][C:14]1=2, predict the reactants needed to synthesize it. The reactants are: Br[CH2:2][CH2:3][CH2:4][O:5][C:6]1[CH:11]=[CH:10][C:9]([C:12]2[C:13]3[CH:20]=[CH:19][CH:18]=[CH:17][C:14]=3[S:15][CH:16]=2)=[CH:8][CH:7]=1.[S:21]1[CH:25]=[CH:24][C:23]([CH2:26][NH2:27])=[CH:22]1.C(=O)([O-])[O-].[K+].[K+].C(#N)C. (3) The reactants are: [I:1][C:2]1[C:10]([CH3:11])=[CH:9][CH:8]=[CH:7][C:3]=1[C:4]([OH:6])=O.Cl.[CH2:13]([O:15][C:16]([C:18]1([NH2:29])[CH2:26][C:25]2[C:20](=[C:21]([F:28])[CH:22]=[CH:23][C:24]=2[F:27])[CH2:19]1)=[O:17])[CH3:14].CN(C(ON1N=NC2C=CC=NC1=2)=[N+](C)C)C.F[P-](F)(F)(F)(F)F.CCN(C(C)C)C(C)C. Given the product [CH2:13]([O:15][C:16]([C:18]1([NH:29][C:4](=[O:6])[C:3]2[CH:7]=[CH:8][CH:9]=[C:10]([CH3:11])[C:2]=2[I:1])[CH2:26][C:25]2[C:20](=[C:21]([F:28])[CH:22]=[CH:23][C:24]=2[F:27])[CH2:19]1)=[O:17])[CH3:14], predict the reactants needed to synthesize it. (4) Given the product [NH2:1][C:2](=[N:8][C:9]1[CH:14]=[CH:13][C:12]([N:15]2[CH2:20][CH2:19][N:18]([C:21]([NH:23][CH2:24][CH2:25][CH2:26][CH2:27][CH:28]3[CH2:32][CH2:31][S:30][S:29]3)=[O:22])[CH2:17][CH2:16]2)=[C:11]([O:44][CH3:36])[CH:10]=1)[C:3]1[S:4][CH:5]=[CH:6][CH:7]=1, predict the reactants needed to synthesize it. The reactants are: [NH2:1][C:2](=[N:8][C:9]1[CH:14]=[CH:13][C:12]([N:15]2[CH2:20][CH2:19][N:18]([C:21]([NH:23][CH2:24][CH2:25][CH2:26][CH2:27][CH:28]3[CH2:32][CH2:31][S:30][S:29]3)=[O:22])[CH2:17][CH2:16]2)=[C:11](C)[CH:10]=1)[C:3]1[S:4][CH:5]=[CH:6][CH:7]=1.ClC1C=CC([N+]([O-])=O)=C[C:36]=1[O:44]C.